From a dataset of Full USPTO retrosynthesis dataset with 1.9M reactions from patents (1976-2016). Predict the reactants needed to synthesize the given product. Given the product [C:19]([NH:1][C:2]1[N:6]([CH2:7][C:8]([O:10][CH2:11][CH3:12])=[O:9])[N:5]=[C:4]([C:13]2[CH:18]=[CH:17][CH:16]=[CH:15][CH:14]=2)[CH:3]=1)(=[O:21])[CH3:20], predict the reactants needed to synthesize it. The reactants are: [NH2:1][C:2]1[N:6]([CH2:7][C:8]([O:10][CH2:11][CH3:12])=[O:9])[N:5]=[C:4]([C:13]2[CH:18]=[CH:17][CH:16]=[CH:15][CH:14]=2)[CH:3]=1.[C:19](OC(=O)C)(=[O:21])[CH3:20].